From a dataset of Full USPTO retrosynthesis dataset with 1.9M reactions from patents (1976-2016). Predict the reactants needed to synthesize the given product. (1) Given the product [I:25]([OH:29])(=[O:28])(=[O:27])=[O:26].[O-2:5].[Cr+6:31].[O-2:35].[O-2:30].[CH:22]([Si:4]([CH:1]([CH3:3])[CH3:2])([CH:19]([CH3:21])[CH3:20])[O:5][C:6]1[CH:15]=[C:14]2[C:9]([CH:10]=[CH:11][CH:12]=[C:13]2[CH2:16][C:17]([OH:26])=[O:18])=[CH:8][CH:7]=1)([CH3:24])[CH3:23], predict the reactants needed to synthesize it. The reactants are: [CH:1]([Si:4]([CH:22]([CH3:24])[CH3:23])([CH:19]([CH3:21])[CH3:20])[O:5][C:6]1[CH:15]=[C:14]2[C:9]([CH:10]=[CH:11][CH:12]=[C:13]2[CH2:16][CH2:17][OH:18])=[CH:8][CH:7]=1)([CH3:3])[CH3:2].[I:25]([OH:29])(=[O:28])(=[O:27])=[O:26].[O-2:30].[Cr+6:31].[O-2].[O-2].P([O-])([O-])(O)=[O:35].[Na+].[Na+].C1(C)C=CC=CC=1. (2) Given the product [Br:1][C:2]1[CH:3]=[C:4]([OH:8])[C:5]([I:16])=[N:6][CH:7]=1, predict the reactants needed to synthesize it. The reactants are: [Br:1][C:2]1[CH:3]=[C:4]([OH:8])[CH:5]=[N:6][CH:7]=1.O.C(=O)([O-])[O-].[Na+].[Na+].[I:16]I.Cl.